This data is from Full USPTO retrosynthesis dataset with 1.9M reactions from patents (1976-2016). The task is: Predict the reactants needed to synthesize the given product. (1) Given the product [NH2:19][N:16]1[CH2:17][CH2:18][CH:13]([CH2:12][C:11]2[CH:10]=[CH:9][C:8]([Cl:7])=[CH:22][CH:21]=2)[CH2:14][CH2:15]1, predict the reactants needed to synthesize it. The reactants are: [H-].[H-].[H-].[H-].[Li+].[Al+3].[Cl:7][C:8]1[CH:22]=[CH:21][C:11]([CH2:12][CH:13]2[CH2:18][CH2:17][N:16]([N:19]=O)[CH2:15][CH2:14]2)=[CH:10][CH:9]=1.CCOCC.O. (2) Given the product [F:28][C:25]([F:26])([F:27])[O:24][C:21]1[CH:22]=[CH:23][C:18]([CH2:17][C@H:9]2[CH2:8][C@@H:7]([C:5]3[O:4][NH:3][C:2](=[O:1])[CH:6]=3)[CH2:12][CH2:11][NH:10]2)=[CH:19][CH:20]=1, predict the reactants needed to synthesize it. The reactants are: [O:1]=[C:2]1[CH:6]=[C:5]([C@H:7]2[CH2:12][CH2:11][N:10](C(OC)=O)[C@@H:9]([CH2:17][C:18]3[CH:23]=[CH:22][C:21]([O:24][C:25]([F:28])([F:27])[F:26])=[CH:20][CH:19]=3)[CH2:8]2)[O:4][NH:3]1.Br. (3) Given the product [C:24]([NH:23][C:22]1[CH:6]=[CH:7][CH:8]=[CH:9][C:10]=1[C:11]([OH:20])=[O:37])(=[O:27])[CH2:25][CH3:26], predict the reactants needed to synthesize it. The reactants are: C(C1N(C2C=CC(F)=CC=2)[C:11](=[O:20])[C:10]2C(=[CH:6][CH:7]=[CH:8][CH:9]=2)N=1)C.O1[CH:26]=[CH:25][C:24](=[O:27])[N:23]=[CH:22]1.FC1C=CC(N)=CC=1.Cl.[OH2:37]. (4) Given the product [CH:1]([O:4][C:5]1[CH:25]=[CH:24][CH:23]=[CH:22][C:6]=1[O:7][CH2:8][CH2:9][CH2:10][NH:11][CH2:19][C:18]1[CH:17]=[C:16]([C:55]([N:47]2[CH2:52][CH2:51][CH2:50][CH2:49][CH2:48]2)=[O:56])[CH:15]=[CH:14][CH:13]=1)([CH3:2])[CH3:3], predict the reactants needed to synthesize it. The reactants are: [CH:1]([O:4][C:5]1[CH:25]=[CH:24][CH:23]=[CH:22][C:6]=1[O:7][CH2:8][CH2:9][CH2:10][N:11]1[C:19](=O)[C:18]2[C:13](=[CH:14][CH:15]=[CH:16][CH:17]=2)C1=O)([CH3:3])[CH3:2].C(OC1C=CC=CC=1O)(C)C.C([O-])([O-])=O.[K+].[K+].BrCCC[N:47]1[C:55](=[O:56])C2[C:49](=[CH:50][CH:51]=[CH:52]C=2)[C:48]1=O. (5) Given the product [F:1][C:2]1[N:10]=[C:9]2[C:5]([N:6]=[CH:7][N:8]2[CH:26]([CH3:28])[CH3:27])=[C:4]([NH:11][CH2:12][C:13]2[CH:18]=[CH:17][N:16]=[CH:15][CH:14]=2)[N:3]=1, predict the reactants needed to synthesize it. The reactants are: [F:1][C:2]1[N:10]=[C:9]2[C:5]([N:6]=[CH:7][NH:8]2)=[C:4]([NH:11][CH2:12][C:13]2[CH:18]=[CH:17][N:16]=[CH:15][CH:14]=2)[N:3]=1.C([O-])([O-])=O.[K+].[K+].Br[CH:26]([CH3:28])[CH3:27].C(Cl)(Cl)Cl. (6) The reactants are: [Br:1][C:2]1[S:6][C:5]([C:7]#[N:8])=[N:4][N:3]=1.[N-:9]=[N+:10]=[N-:11].[Na+].Cl. Given the product [Br:1][C:2]1[S:6][C:5]([C:7]2[NH:11][N:10]=[N:9][N:8]=2)=[N:4][N:3]=1, predict the reactants needed to synthesize it. (7) Given the product [C:25]([C:27]1[C:28](=[C:38]([C:39]#[N:40])[C:41]#[N:42])[O:29][C:30]([CH3:37])([C:33]([F:36])([F:34])[F:35])[C:31]=1[CH:32]=[CH:23][C:21]1[S:22][C:18]([CH:17]=[CH:16][C:4]2[CH:5]=[C:6]3[C:15]4[N:10]([CH2:9][CH2:8][CH2:7]3)[CH2:11][CH2:12][CH2:13][C:14]=4[C:3]=2[O:2][CH3:1])=[CH:19][CH:20]=1)#[N:26], predict the reactants needed to synthesize it. The reactants are: [CH3:1][O:2][C:3]1[C:14]2=[C:15]3[N:10]([CH2:11][CH2:12][CH2:13]2)[CH2:9][CH2:8][CH2:7][C:6]3=[CH:5][C:4]=1[CH:16]=[CH:17][C:18]1[S:22][C:21]([CH:23]=O)=[CH:20][CH:19]=1.[C:25]([C:27]1[C:28](=[C:38]([C:41]#[N:42])[C:39]#[N:40])[O:29][C:30]([CH3:37])([C:33]([F:36])([F:35])[F:34])[C:31]=1[CH3:32])#[N:26].